From a dataset of NCI-60 drug combinations with 297,098 pairs across 59 cell lines. Regression. Given two drug SMILES strings and cell line genomic features, predict the synergy score measuring deviation from expected non-interaction effect. Cell line: UACC62. Drug 1: CN(C)C1=NC(=NC(=N1)N(C)C)N(C)C. Synergy scores: CSS=-1.30, Synergy_ZIP=0.263, Synergy_Bliss=0.208, Synergy_Loewe=0.290, Synergy_HSA=-0.589. Drug 2: C1=CC(=CC=C1C#N)C(C2=CC=C(C=C2)C#N)N3C=NC=N3.